From a dataset of Forward reaction prediction with 1.9M reactions from USPTO patents (1976-2016). Predict the product of the given reaction. (1) Given the reactants Cl[C:2]1[CH:11]=[CH:10][C:9]2[C:8]([C:12]([OH:14])=[O:13])=[C:7]([Cl:15])[CH:6]=[CH:5][C:4]=2[N:3]=1.[NH:16]1[CH2:21][CH2:20][CH:19]([C:22]([O:24][CH2:25][CH3:26])=[O:23])[CH2:18][CH2:17]1, predict the reaction product. The product is: [Cl:15][C:7]1[CH:6]=[CH:5][C:4]2[N:3]=[C:2]([N:16]3[CH2:21][CH2:20][CH:19]([C:22]([O:24][CH2:25][CH3:26])=[O:23])[CH2:18][CH2:17]3)[CH:11]=[CH:10][C:9]=2[C:8]=1[C:12]([OH:14])=[O:13]. (2) The product is: [CH2:1]([O:3][C:4](=[O:33])[CH2:5][N:6]([CH:14]1[CH2:19][CH2:18][N:17]([CH:20]2[CH2:21][CH2:22][NH:23][CH2:24][CH2:25]2)[CH2:16][CH2:15]1)[C:7]([O:9][C:10]([CH3:13])([CH3:11])[CH3:12])=[O:8])[CH3:2]. Given the reactants [CH2:1]([O:3][C:4](=[O:33])[CH2:5][N:6]([CH:14]1[CH2:19][CH2:18][N:17]([CH:20]2[CH2:25][CH2:24][N:23](CC3C=CC=CC=3)[CH2:22][CH2:21]2)[CH2:16][CH2:15]1)[C:7]([O:9][C:10]([CH3:13])([CH3:12])[CH3:11])=[O:8])[CH3:2].[H][H], predict the reaction product. (3) The product is: [CH2:1]([C@@H:8]1[CH2:9][NH:10][CH2:11][CH2:12][N:13]1[C:14]([C:16]1[CH:20]=[C:19]([CH3:21])[N:18]([C:22]2[CH:27]=[CH:26][CH:25]=[C:24]([O:28][CH2:29][CH2:30][CH2:31][S:32]([CH3:35])(=[O:34])=[O:33])[CH:23]=2)[C:17]=1[C:36]1[CH:41]=[CH:40][CH:39]=[CH:38][CH:37]=1)=[O:15])[C:2]1[CH:3]=[CH:4][CH:5]=[CH:6][CH:7]=1. Given the reactants [CH2:1]([C@H:8]1[N:13]([C:14]([C:16]2[CH:20]=[C:19]([CH3:21])[N:18]([C:22]3[CH:27]=[CH:26][CH:25]=[C:24]([O:28][CH2:29][CH2:30][CH2:31][S:32]([CH3:35])(=[O:34])=[O:33])[CH:23]=3)[C:17]=2[C:36]2[CH:41]=[CH:40][CH:39]=[CH:38][CH:37]=2)=[O:15])[CH2:12][CH2:11][N:10](C(OC(C)(C)C)=O)[CH2:9]1)[C:2]1[CH:7]=[CH:6][CH:5]=[CH:4][CH:3]=1.C(OCC)(=O)C.Cl, predict the reaction product. (4) Given the reactants COC1C=C(OC)C=CC=1C[N:6]1[C:10]([C:11]2[C:19]3[C:14](=[N:15][CH:16]=[CH:17][CH:18]=3)[N:13]([CH2:20][C:21]3[CH:26]=[CH:25][CH:24]=[CH:23][C:22]=3[F:27])[N:12]=2)=[N:9][N:8]([CH2:28][CH2:29][CH2:30][N:31]2[CH2:36][CH2:35][O:34][CH2:33][CH2:32]2)[C:7]1=[O:37].S(=O)(=O)(O)O.C(=O)([O-])[O-].[Na+].[Na+], predict the reaction product. The product is: [F:27][C:22]1[CH:23]=[CH:24][CH:25]=[CH:26][C:21]=1[CH2:20][N:13]1[C:14]2=[N:15][CH:16]=[CH:17][CH:18]=[C:19]2[C:11]([C:10]2[NH:6][C:7](=[O:37])[N:8]([CH2:28][CH2:29][CH2:30][N:31]3[CH2:36][CH2:35][O:34][CH2:33][CH2:32]3)[N:9]=2)=[N:12]1. (5) The product is: [CH3:1][O:2][CH2:3][C@@H:4]([O:6][C:7]1[CH:8]=[C:9]([CH:10]=[C:11]([C:13]2[NH:14][C:15]([C:18]3[O:19][CH2:20][C@@H:21]([CH3:23])[N:22]=3)=[CH:16][CH:17]=2)[CH:12]=1)[O:24][C:26]1[CH:31]=[N:30][C:29]([S:32]([CH3:35])(=[O:34])=[O:33])=[CH:28][N:27]=1)[CH3:5]. Given the reactants [CH3:1][O:2][CH2:3][C@@H:4]([O:6][C:7]1[CH:8]=[C:9]([OH:24])[CH:10]=[C:11]([C:13]2[NH:14][C:15]([C:18]3[O:19][CH2:20][C@@H:21]([CH3:23])[N:22]=3)=[CH:16][CH:17]=2)[CH:12]=1)[CH3:5].Br[C:26]1[CH:31]=[N:30][C:29]([S:32]([CH3:35])(=[O:34])=[O:33])=[CH:28][N:27]=1.C(=O)([O-])[O-].[Cs+].[Cs+].O, predict the reaction product. (6) Given the reactants [Cl:1][C:2]1[CH:7]=[CH:6][C:5]([C:8]2([OH:21])[CH2:13][CH2:12][N:11]([CH2:14][CH2:15]C(O)=O)[CH2:10][C:9]2([CH3:20])[CH3:19])=[CH:4][CH:3]=1.[F:22][C:23]1[CH:36]=[CH:35][C:26]([CH2:27][C@H:28]2[O:33][CH2:32][C@H:31]([CH3:34])[NH:30][CH2:29]2)=[CH:25][CH:24]=1.CCN=C=NCCCN(C)C.C1C=CC2N([OH:57])N=NC=2C=1.CCN(C(C)C)C(C)C, predict the reaction product. The product is: [Cl:1][C:2]1[CH:7]=[CH:6][C:5]([C:8]2([OH:21])[CH2:13][CH2:12][N:11]([CH2:14][C:15]([N:30]3[C@@H:31]([CH3:34])[CH2:32][O:33][C@H:28]([CH2:27][C:26]4[CH:35]=[CH:36][C:23]([F:22])=[CH:24][CH:25]=4)[CH2:29]3)=[O:57])[CH2:10][C:9]2([CH3:20])[CH3:19])=[CH:4][CH:3]=1.